This data is from Catalyst prediction with 721,799 reactions and 888 catalyst types from USPTO. The task is: Predict which catalyst facilitates the given reaction. (1) Reactant: [C:1](Cl)(=O)C.[CH3:5][O:6][C:7]1[C:12]2=[CH:13][CH:14]=[C:15]3[C:24]([N:23]=[C:22]4[C:17]([CH:18]=[CH:19][CH:20]=[C:21]4[C:25]([OH:27])=[O:26])=[N:16]3)=[C:11]2[CH:10]=[CH:9][CH:8]=1. Product: [CH3:1][O:26][C:25]([C:21]1[C:22]2[C:17](=[N:16][C:15]3[C:24]([N:23]=2)=[C:11]2[CH:10]=[CH:9][CH:8]=[C:7]([O:6][CH3:5])[C:12]2=[CH:13][CH:14]=3)[CH:18]=[CH:19][CH:20]=1)=[O:27]. The catalyst class is: 5. (2) Reactant: [NH2:1][CH2:2][C@@H:3]1[C@H:7]([OH:8])[CH2:6][N:5]([CH2:9][CH2:10][C:11]2[C:20]3[N:19]([CH3:21])[C:18](=[O:22])[CH:17]=[CH:16][C:15]=3[N:14]=[CH:13][C:12]=2[C:23]#[N:24])[CH2:4]1.[O:25]=[C:26]1[CH2:31][S:30][C:29]2[CH:32]=[CH:33][C:34]([CH:36]=O)=[N:35][C:28]=2[NH:27]1.C([O-])(=O)C.[Na+].C([BH3-])#N.[Na+].C(Cl)(Cl)[Cl:48]. Product: [ClH:48].[ClH:48].[OH:8][C@H:7]1[C@@H:3]([CH2:2][NH:1][CH2:36][C:34]2[CH:33]=[CH:32][C:29]3[S:30][CH2:31][C:26](=[O:25])[NH:27][C:28]=3[N:35]=2)[CH2:4][N:5]([CH2:9][CH2:10][C:11]2[C:20]3[N:19]([CH3:21])[C:18](=[O:22])[CH:17]=[CH:16][C:15]=3[N:14]=[CH:13][C:12]=2[C:23]#[N:24])[CH2:6]1. The catalyst class is: 130.